From a dataset of Reaction yield outcomes from USPTO patents with 853,638 reactions. Predict the reaction yield, written as a fraction of the theoretical maximum amount of product (1.0 means a 100% yield; for example, 0.34 means a 34% yield). (1) The reactants are [CH3:1][O:2][C:3]1[CH:8]=[CH:7][C:6]([C:9]2[CH:10]=[CH:11][C:12](=[O:15])[NH:13][CH:14]=2)=[CH:5][CH:4]=1.C([O-])([O-])=O.[K+].[K+].Br[CH2:23][CH2:24][O:25][C:26]1[CH:31]=[CH:30][CH:29]=[CH:28][CH:27]=1.C(#N)C. The catalyst is C1COCC1. The product is [CH3:1][O:2][C:3]1[CH:8]=[CH:7][C:6]([C:9]2[CH:10]=[CH:11][C:12](=[O:15])[N:13]([CH2:23][CH2:24][O:25][C:26]3[CH:31]=[CH:30][CH:29]=[CH:28][CH:27]=3)[CH:14]=2)=[CH:5][CH:4]=1. The yield is 0.440. (2) The reactants are [CH:1]1([C:4]([NH:6][C:7]2[CH:8]=[CH:9][CH:10]=[C:11]3[C:15]=2[C:14](=[O:16])[N:13]([CH:17]([C:22]2[CH:27]=[CH:26][C:25]([O:28][CH:29]([F:31])[F:30])=[C:24]([O:32][CH2:33][CH3:34])[CH:23]=2)[CH2:18][C:19](O)=[O:20])[CH2:12]3)=[O:5])[CH2:3][CH2:2]1.C1N=CN(C(N2C=NC=C2)=O)C=1.Cl.[NH2:48][OH:49]. The catalyst is C1COCC1. The product is [F:30][CH:29]([F:31])[O:28][C:25]1[CH:26]=[CH:27][C:22]([CH:17]([N:13]2[C:14](=[O:16])[C:15]3[C:11](=[CH:10][CH:9]=[CH:8][C:7]=3[NH:6][C:4]([CH:1]3[CH2:3][CH2:2]3)=[O:5])[CH2:12]2)[CH2:18][C:19](=[O:20])[NH:48][OH:49])=[CH:23][C:24]=1[O:32][CH2:33][CH3:34]. The yield is 0.800. (3) The reactants are [Cl:1][C:2]1[N:7]=[CH:6][C:5]([NH2:8])=[C:4](I)[CH:3]=1.[C:10]([C:12]1([CH3:15])[CH2:14][CH2:13]1)#[CH:11]. The catalyst is CCN(CC)CC.[Cu]I.Cl[Pd](Cl)([P](C1C=CC=CC=1)(C1C=CC=CC=1)C1C=CC=CC=1)[P](C1C=CC=CC=1)(C1C=CC=CC=1)C1C=CC=CC=1. The product is [Cl:1][C:2]1[N:7]=[CH:6][C:5]([NH2:8])=[C:4]([C:11]#[C:10][C:12]2([CH3:15])[CH2:14][CH2:13]2)[CH:3]=1. The yield is 0.530. (4) The catalyst is CN(C=O)C. The product is [CH3:13][O:12][C:14]1[CH:21]=[CH:20][C:17]([CH2:18][N:5]2[CH:6]=[CH:7][C:3]([C:2]([F:9])([F:8])[F:1])=[N:4]2)=[CH:16][CH:15]=1. The yield is 0.700. The reactants are [F:1][C:2]([F:9])([F:8])[C:3]1[CH:7]=[CH:6][NH:5][N:4]=1.N#N.[O:12]([C:14]1[CH:21]=[CH:20][C:17]([CH2:18]Cl)=[CH:16][CH:15]=1)[CH3:13].C(OCC)(=O)C.CCCCCC. (5) The reactants are [Cl:1][C:2]1[CH:3]=[C:4]([C:8]2[C:17]3[C:12](=[CH:13][CH:14]=[C:15]([C:18]([C:26]4[CH:27]=[N:28][C:29]([Cl:32])=[CH:30][CH:31]=4)([C:20]4[N:21]([CH3:25])[CH:22]=[N:23][CH:24]=4)O)[CH:16]=3)[N:11]=[C:10]([O:33]C)[CH:9]=2)[CH:5]=[CH:6][CH:7]=1.S(Cl)(Cl)=O.[CH3:39][O:40][C:41]1[CH:48]=[CH:47][C:44]([CH2:45][NH2:46])=[CH:43][CH:42]=1. The catalyst is C1(C)C=CC=CC=1.C1COCC1. The product is [Cl:1][C:2]1[CH:3]=[C:4]([C:8]2[C:17]3[C:12](=[CH:13][CH:14]=[C:15]([C:18]([C:26]4[CH:27]=[N:28][C:29]([Cl:32])=[CH:30][CH:31]=4)([NH:46][CH2:45][C:44]4[CH:47]=[CH:48][C:41]([O:40][CH3:39])=[CH:42][CH:43]=4)[C:20]4[N:21]([CH3:25])[CH:22]=[N:23][CH:24]=4)[CH:16]=3)[NH:11][C:10](=[O:33])[CH:9]=2)[CH:5]=[CH:6][CH:7]=1. The yield is 0.520.